From a dataset of Forward reaction prediction with 1.9M reactions from USPTO patents (1976-2016). Predict the product of the given reaction. (1) The product is: [Cl:1][C:2]1[CH:7]=[CH:6][C:5]([O:8][C:25]2[CH:26]=[C:27]([S:31]([CH2:34][CH2:35][CH2:36][OH:37])(=[O:33])=[O:32])[CH:28]=[CH:29][CH:30]=2)=[CH:4][C:3]=1[C:9]1[C:18]2[C:13](=[C:14]([C:19]([F:20])([F:22])[F:21])[CH:15]=[CH:16][CH:17]=2)[N:12]=[C:11]([CH3:23])[N:10]=1. Given the reactants [Cl:1][C:2]1[CH:7]=[CH:6][C:5]([OH:8])=[CH:4][C:3]=1[C:9]1[C:18]2[C:13](=[C:14]([C:19]([F:22])([F:21])[F:20])[CH:15]=[CH:16][CH:17]=2)[N:12]=[C:11]([CH3:23])[N:10]=1.Br[C:25]1[CH:26]=[C:27]([S:31]([CH2:34][CH2:35][CH2:36][OH:37])(=[O:33])=[O:32])[CH:28]=[CH:29][CH:30]=1.C(=O)([O-])[O-].[Cs+].[Cs+].Cl.CN(C)CC(O)=O, predict the reaction product. (2) Given the reactants [CH3:1][C:2]1[CH:3]=[C:4]([CH:9]([C:11]2[CH:16]=[C:15]([CH3:17])[CH:14]=[C:13]([CH3:18])[CH:12]=2)O)[CH:5]=[C:6]([CH3:8])[CH:7]=1.[BrH:19], predict the reaction product. The product is: [CH3:1][C:2]1[CH:3]=[C:4]([CH:9]([Br:19])[C:11]2[CH:16]=[C:15]([CH3:17])[CH:14]=[C:13]([CH3:18])[CH:12]=2)[CH:5]=[C:6]([CH3:8])[CH:7]=1. (3) Given the reactants [CH2:1]([OH:4])[C:2]#[CH:3].[CH2:5]([O:12][C:13](=[O:21])[N:14]([CH2:18][C:19]#[CH:20])[CH2:15][C:16]#[CH:17])[C:6]1[CH:11]=[CH:10][CH:9]=[CH:8][CH:7]=1.C(Cl)Cl, predict the reaction product. The product is: [CH2:5]([O:12][C:13]([N:14]1[CH2:18][C:19]2[C:16](=[CH:17][CH:3]=[C:2]([CH2:1][OH:4])[CH:20]=2)[CH2:15]1)=[O:21])[C:6]1[CH:11]=[CH:10][CH:9]=[CH:8][CH:7]=1.